This data is from Forward reaction prediction with 1.9M reactions from USPTO patents (1976-2016). The task is: Predict the product of the given reaction. (1) Given the reactants I[C:2]1[N:3]=[CH:4][N:5]([C:7]([C:20]2[CH:25]=[CH:24][CH:23]=[CH:22][CH:21]=2)([C:14]2[CH:19]=[CH:18][CH:17]=[CH:16][CH:15]=2)[C:8]2[CH:13]=[CH:12][CH:11]=[CH:10][CH:9]=2)[CH:6]=1.C([Mg]Br)C.[N:30]1[CH:35]=[CH:34][CH:33]=[C:32]([CH:36]=[O:37])[CH:31]=1, predict the reaction product. The product is: [N:30]1[CH:35]=[CH:34][CH:33]=[C:32]([CH:36]([C:6]2[N:5]([C:7]([C:8]3[CH:9]=[CH:10][CH:11]=[CH:12][CH:13]=3)([C:14]3[CH:15]=[CH:16][CH:17]=[CH:18][CH:19]=3)[C:20]3[CH:25]=[CH:24][CH:23]=[CH:22][CH:21]=3)[CH:4]=[N:3][CH:2]=2)[OH:37])[CH:31]=1. (2) Given the reactants F[C:2]1[C:3]([NH:12][C@H:13]2[CH2:17][CH2:16][CH2:15][C@@H:14]2[NH:18][C:19](=[O:31])[C:20]2[CH:25]=[CH:24][CH:23]=[CH:22][C:21]=2[N:26]2[N:30]=[CH:29][CH:28]=[N:27]2)=[N:4][CH:5]=[C:6]([C:8]([F:11])([F:10])[F:9])[CH:7]=1.Cl.N[C@H]1CCC[C@@H]1NC(=O)C1C=CC=CC=1N1N=CC=N1.[Br:53]C1C(Cl)=NC=C(C(F)(F)F)C=1, predict the reaction product. The product is: [Br:53][C:2]1[C:3]([NH:12][C@H:13]2[CH2:17][CH2:16][CH2:15][C@@H:14]2[NH:18][C:19](=[O:31])[C:20]2[CH:25]=[CH:24][CH:23]=[CH:22][C:21]=2[N:26]2[N:30]=[CH:29][CH:28]=[N:27]2)=[N:4][CH:5]=[C:6]([C:8]([F:11])([F:10])[F:9])[CH:7]=1. (3) Given the reactants [OH-].[Na+].C([O:5][C:6]([C:8]1[CH:12]=[C:11]([CH2:13][CH2:14][C:15]2[CH:20]=[CH:19][C:18]([Cl:21])=[CH:17][CH:16]=2)[NH:10][N:9]=1)=[O:7])C, predict the reaction product. The product is: [Cl:21][C:18]1[CH:19]=[CH:20][C:15]([CH2:14][CH2:13][C:11]2[NH:10][N:9]=[C:8]([C:6]([OH:7])=[O:5])[CH:12]=2)=[CH:16][CH:17]=1. (4) Given the reactants [Cl:1][C:2]1[C:3]([O:25][CH3:26])=[CH:4][C:5]([O:23][CH3:24])=[C:6]([CH2:8][CH2:9][C:10]2([CH:18]3[CH2:22][CH2:21][CH2:20][CH2:19]3)[O:15][C:14](=[O:16])[CH2:13][C:12](=[O:17])[CH2:11]2)[CH:7]=1.[CH3:27][C:28]1[CH:33]=[C:32]([CH3:34])[N:31]2[N:35]=[C:36]([CH:38]=O)[N:37]=[C:30]2[N:29]=1.B.CNC.Cl, predict the reaction product. The product is: [Cl:1][C:2]1[C:3]([O:25][CH3:26])=[CH:4][C:5]([O:23][CH3:24])=[C:6]([CH2:8][CH2:9][C:10]2([CH:18]3[CH2:22][CH2:21][CH2:20][CH2:19]3)[O:15][C:14](=[O:16])[CH:13]([CH2:38][C:36]3[N:37]=[C:30]4[N:29]=[C:28]([CH3:27])[CH:33]=[C:32]([CH3:34])[N:31]4[N:35]=3)[C:12](=[O:17])[CH2:11]2)[CH:7]=1. (5) Given the reactants [CH3:1][N:2]1[C:6]2[CH:7]=[CH:8][C:9]([N+:11]([O-])=O)=[CH:10][C:5]=2[N:4]=[CH:3]1, predict the reaction product. The product is: [CH3:1][N:2]1[C:6]2[CH:7]=[CH:8][C:9]([NH2:11])=[CH:10][C:5]=2[N:4]=[CH:3]1.